From a dataset of Full USPTO retrosynthesis dataset with 1.9M reactions from patents (1976-2016). Predict the reactants needed to synthesize the given product. (1) Given the product [ClH:1].[F:2][C:3]1[CH:8]=[C:7]([C:9]([F:12])([F:10])[F:11])[CH:6]=[CH:5][C:4]=1[CH:13]1[CH2:14][CH:15]([C:16]([O:18][CH3:19])=[O:17])[CH2:20][CH2:21][NH:22]1, predict the reactants needed to synthesize it. The reactants are: [ClH:1].[F:2][C:3]1[CH:8]=[C:7]([C:9]([F:12])([F:11])[F:10])[CH:6]=[CH:5][C:4]=1[C:13]1[CH:14]=[C:15]([CH:20]=[CH:21][N:22]=1)[C:16]([O:18][CH3:19])=[O:17]. (2) Given the product [CH3:1][S:2]([C:5]1[CH:6]=[C:7]([CH2:8][OH:9])[CH:10]=[CH:11][CH:12]=1)(=[O:3])=[O:4], predict the reactants needed to synthesize it. The reactants are: [CH3:1][S:2]([C:5]1[CH:6]=[C:7]([CH:10]=[CH:11][CH:12]=1)[CH:8]=[O:9])(=[O:4])=[O:3].O. (3) Given the product [OH:16][C:11]1[CH:10]=[C:9]([CH2:8][C@@:7]([NH:18][NH2:19])([CH3:17])[C:6]([O:5][CH2:4][CH2:1][CH2:24][C:25]([OH:27])=[O:26])=[O:20])[CH:14]=[CH:13][C:12]=1[OH:15], predict the reactants needed to synthesize it. The reactants are: [C:1]([CH2:4][O:5][C:6](=[O:20])[C@:7]([NH:18][NH2:19])([CH3:17])[CH2:8][C:9]1[CH:14]=[CH:13][C:12]([OH:15])=[C:11]([OH:16])[CH:10]=1)(O)=O.BrCC[CH2:24][C:25]([O:27]CC1C=CC(OC)=CC=1OC)=[O:26]. (4) Given the product [OH:4][CH2:3][C:5]1[C-:6]([N:10]([CH3:12])[CH3:11])[CH:7]=[CH:8][CH:9]=1.[CH-:13]1[CH:17]=[CH:16][CH:15]=[CH:14]1.[Fe+2:18], predict the reactants needed to synthesize it. The reactants are: [BH4-].[Na+].[CH:3]([C:5]1[C-:6]([N:10]([CH3:12])[CH3:11])[CH:7]=[CH:8][CH:9]=1)=[O:4].[CH-:13]1[CH:17]=[CH:16][CH:15]=[CH:14]1.[Fe+2:18].[NH4+].[Cl-].C([O-])(O)=O.[Na+]. (5) Given the product [OH:12][CH:11]([C:10]1[CH:9]=[CH:8][C:7]([C:2]2[CH:3]=[N:4][CH:5]=[CH:6][N:1]=2)=[CH:14][CH:13]=1)[C:16]1([CH3:15])[NH:20][C:19](=[O:21])[NH:18][C:17]1=[O:22], predict the reactants needed to synthesize it. The reactants are: [N:1]1[CH:6]=[CH:5][N:4]=[CH:3][C:2]=1[C:7]1[CH:14]=[CH:13][C:10]([CH:11]=[O:12])=[CH:9][CH:8]=1.[CH3:15][CH:16]1[NH:20][C:19](=[O:21])[NH:18][C:17]1=[O:22]. (6) Given the product [Cl:1][C:2]1[CH:3]=[CH:4][C:5]([NH:8][C:9]([CH:11]2[CH2:16][N:15]([C:35](=[O:36])[C:34]3[CH:38]=[CH:39][CH:40]=[C:32]([C:28]4[O:27][CH:31]=[CH:30][CH:29]=4)[CH:33]=3)[CH2:14][CH2:13][N:12]2[C:17]([O:19][CH2:20][C:21]2[CH:22]=[CH:23][CH:24]=[CH:25][CH:26]=2)=[O:18])=[O:10])=[CH:6][CH:7]=1, predict the reactants needed to synthesize it. The reactants are: [Cl:1][C:2]1[CH:7]=[CH:6][C:5]([NH:8][C:9]([CH:11]2[CH2:16][NH:15][CH2:14][CH2:13][N:12]2[C:17]([O:19][CH2:20][C:21]2[CH:26]=[CH:25][CH:24]=[CH:23][CH:22]=2)=[O:18])=[O:10])=[CH:4][CH:3]=1.[O:27]1[CH:31]=[CH:30][CH:29]=[C:28]1[C:32]1[CH:33]=[C:34]([CH:38]=[CH:39][CH:40]=1)[C:35](O)=[O:36].Cl.CN(C)CCCN=C=NCC.C(N(CC)C(C)C)(C)C. (7) Given the product [CH2:1]([O:8][C:9]([N:11]1[CH:16]([CH3:17])[CH2:15][NH:14][C:13](=[O:41])[CH:12]1[CH3:42])=[O:10])[C:2]1[CH:3]=[CH:4][CH:5]=[CH:6][CH:7]=1, predict the reactants needed to synthesize it. The reactants are: [CH2:1]([O:8][C:9]([N:11]1[CH:16]([CH3:17])[CH2:15][N:14](CC2C=CC(C#N)=C(NC(C3C=CC=CC=3)C3C=CC=CC=3)C=2)[C:13](=[O:41])[C@@H:12]1[CH3:42])=[O:10])[C:2]1[CH:7]=[CH:6][CH:5]=[CH:4][CH:3]=1.Cl. (8) Given the product [OH:28][C@H:19]([CH2:20][O:21][C:22]1[CH:23]=[CH:24][CH:25]=[CH:26][CH:27]=1)[CH2:18][NH:17][C@H:15]1[CH2:14][CH2:13][CH2:12][C:11]2[CH:29]=[CH:30][C:8]([O:7][CH2:6][C:4]([O-:5])=[O:3])=[CH:9][C:10]=2[CH2:16]1.[Na+:32], predict the reactants needed to synthesize it. The reactants are: C([O:3][C:4]([CH2:6][O:7][C:8]1[CH:30]=[CH:29][C:11]2[CH2:12][CH2:13][CH2:14][C@H:15]([NH:17][CH2:18][C@H:19]([OH:28])[CH2:20][O:21][C:22]3[CH:27]=[CH:26][CH:25]=[CH:24][CH:23]=3)[CH2:16][C:10]=2[CH:9]=1)=[O:5])C.[OH-].[Na+:32]. (9) Given the product [F:27][C:12]1([F:11])[CH2:13][CH2:14][C:15]([CH2:25][NH:26][C:4](=[O:6])[C:3]2[CH:7]=[CH:8][CH:9]=[CH:10][C:2]=2[F:1])([C:18]2[CH:19]=[N:20][C:21]([F:24])=[CH:22][CH:23]=2)[CH2:16][CH2:17]1, predict the reactants needed to synthesize it. The reactants are: [F:1][C:2]1[CH:10]=[CH:9][CH:8]=[CH:7][C:3]=1[C:4]([OH:6])=O.[F:11][C:12]1([F:27])[CH2:17][CH2:16][C:15]([CH2:25][NH2:26])([C:18]2[CH:19]=[N:20][C:21]([F:24])=[CH:22][CH:23]=2)[CH2:14][CH2:13]1.